Dataset: Experimentally validated miRNA-target interactions with 360,000+ pairs, plus equal number of negative samples. Task: Binary Classification. Given a miRNA mature sequence and a target amino acid sequence, predict their likelihood of interaction. (1) The miRNA is hsa-miR-7977 with sequence UUCCCAGCCAACGCACCA. Result: 1 (interaction). The protein sequence of the target gene is MEDIQTNAELKSTQEQSVPAESAAVLNDYSLTKSHEMENVDSGEGPANEDEDIGDDSMKVKDEYSERDENVLKSEPMGNAEEPEIPYSYSREYNEYENIKLERHVVSFDSSRPTSGKMNCDVCGLSCISFNVLMVHKRSHTGERPFQCNQCGASFTQKGNLLRHIKLHTGEKPFKCHLCNYACQRRDALTGHLRTHSVEKPYKCEFCGRSYKQRSSLEEHKERCRTFLQSTDPGDTASAEARHIKAEMGSERALVLDRLASNVAKRKSSMPQKFIGEKRHCFDVNYNSSYMYEKESELIQ.... (2) The miRNA is hsa-miR-5197-3p with sequence AAGAAGAGACUGAGUCAUCGAAU. The protein sequence of the target gene is MPSQNYDLPQKKQEKMTKFQEAVTFKDVAVVFSREELRLLDLTQRKLYRDVMVENFKNLVAVGHLPFQPDMVSQLEAEEKLWMMETETQRSSKHQNKMETLQKFALKYLSNQELSCWQIWKQVASELTRCLQGKSSQLLQGDSIQVSENENNIMNPKGDSSIYIENQEFPFWRTQHSCGNTYLSESQIQSRGKQIDVKNNLQIHEDFMKKSPFHEHIKTDTEPKPCKGNEYGKIISDGSNQKLPLGEKPHPCGECGRGFSYSPRLPLHPNVHTGEKCFSQSSHLRTHQRIHPGEKLNRCH.... Result: 0 (no interaction). (3) The miRNA is hsa-miR-16-5p with sequence UAGCAGCACGUAAAUAUUGGCG. The protein sequence of the target gene is MVKETQYYDILGVKPSASPEEIKKAYRKLALKYHPDKNPDEGEKFKLISQAYEVLSDPKKRDVYDQGGEQAIKEGGSGSPSFSSPMDIFDMFFGGGGRMARERRGKNVVHQLSVTLEDLYNGVTKKLALQKNVICEKCEGVGGKKGSVEKCPLCKGRGMQIHIQQIGPGMVQQIQTVCIECKGQGERINPKDRCESCSGAKVIREKKIIEVHVEKGMKDGQKILFHGEGDQEPELEPGDVIIVLDQKDHSVFQRRGHDLIMKMKIQLSEALCGFKKTIKTLDNRILVITSKAGEVIKHGD.... Result: 1 (interaction).